Dataset: Forward reaction prediction with 1.9M reactions from USPTO patents (1976-2016). Task: Predict the product of the given reaction. Given the reactants [C:1]([CH2:3][C:4]1[CH:34]=[CH:33][C:7]([CH2:8][C:9]2([CH2:22][NH:23][C@@H:24]3[CH2:26][C@H:25]3[C:27]3[CH:32]=[CH:31][CH:30]=[CH:29][CH:28]=3)[CH2:14][CH2:13][N:12]([C:15]([O:17][C:18]([CH3:21])([CH3:20])[CH3:19])=[O:16])[CH2:11][CH2:10]2)=[CH:6][CH:5]=1)#[N:2].C(N(CC)C(C)C)(C)C.[F:44][C:45]([F:56])([F:55])[C:46](O[C:46](=[O:47])[C:45]([F:56])([F:55])[F:44])=[O:47], predict the reaction product. The product is: [C:1]([CH2:3][C:4]1[CH:5]=[CH:6][C:7]([CH2:8][C:9]2([CH2:22][N:23]([C@@H:24]3[CH2:26][C@H:25]3[C:27]3[CH:32]=[CH:31][CH:30]=[CH:29][CH:28]=3)[C:46](=[O:47])[C:45]([F:56])([F:55])[F:44])[CH2:14][CH2:13][N:12]([C:15]([O:17][C:18]([CH3:20])([CH3:19])[CH3:21])=[O:16])[CH2:11][CH2:10]2)=[CH:33][CH:34]=1)#[N:2].